Predict the reactants needed to synthesize the given product. From a dataset of Full USPTO retrosynthesis dataset with 1.9M reactions from patents (1976-2016). (1) Given the product [C:1]([C:4]1[C:9]([C:10]2[CH:11]=[CH:12][CH:13]=[CH:14][CH:15]=2)=[N:8][N:7]([CH3:16])[C:6](=[O:17])[C:5]=1[NH:18][C:24]1[CH:23]=[CH:22][CH:21]=[C:20]([F:19])[CH:25]=1)(=[O:3])[CH3:2], predict the reactants needed to synthesize it. The reactants are: [C:1]([C:4]1[C:9]([C:10]2[CH:15]=[CH:14][CH:13]=[CH:12][CH:11]=2)=[N:8][N:7]([CH3:16])[C:6](=[O:17])[C:5]=1[NH2:18])(=[O:3])[CH3:2].[F:19][C:20]1[CH:21]=[C:22](B(O)O)[CH:23]=[CH:24][CH:25]=1. (2) Given the product [CH2:35]([O:28][C:27](=[O:29])[C:26]1[CH:30]=[CH:31][C:23]([NH:22][C:20]([C:17]2[CH:18]=[C:19]3[C:14]([CH2:13][CH2:12][N:11]3[S:8]([C:6]3[CH:7]=[C:2]([Cl:1])[CH:3]=[CH:4][C:5]=3[O:32][CH3:33])(=[O:10])=[O:9])=[CH:15][CH:16]=2)=[O:21])=[CH:24][CH:25]=1)[CH3:40], predict the reactants needed to synthesize it. The reactants are: [Cl:1][C:2]1[CH:3]=[CH:4][C:5]([O:32][CH3:33])=[C:6]([S:8]([N:11]2[C:19]3[C:14](=[CH:15][CH:16]=[C:17]([C:20]([NH:22][C:23]4[CH:31]=[CH:30][C:26]([C:27]([OH:29])=[O:28])=[CH:25][CH:24]=4)=[O:21])[CH:18]=3)[CH2:13][CH2:12]2)(=[O:10])=[O:9])[CH:7]=1.Cl[C:35]1C=CC(OC)=C(S(Cl)(=O)=O)[CH:40]=1. (3) Given the product [Br-:24].[C:10]([C:9]([C:18]1[CH:19]=[CH:20][CH:21]=[CH:22][CH:23]=1)([C:12]1[CH:13]=[CH:14][CH:15]=[CH:16][CH:17]=1)[C:4]12[CH2:5][CH2:6][N+:1]([CH2:29][CH2:28][CH2:27][CH:26]=[CH2:25])([CH2:2][CH2:3]1)[CH2:8][CH2:7]2)#[N:11], predict the reactants needed to synthesize it. The reactants are: [N:1]12[CH2:8][CH2:7][C:4]([C:9]([C:18]3[CH:23]=[CH:22][CH:21]=[CH:20][CH:19]=3)([C:12]3[CH:17]=[CH:16][CH:15]=[CH:14][CH:13]=3)[C:10]#[N:11])([CH2:5][CH2:6]1)[CH2:3][CH2:2]2.[Br:24][CH2:25][CH2:26][CH2:27][CH:28]=[CH2:29]. (4) Given the product [Cl:1][C:2]1[C:3]([C:14]2[C:22]3[C:17](=[CH:18][CH:19]=[CH:20][CH:21]=3)[N:16]([S:23]([C:26]3[CH:31]=[CH:30][CH:29]=[CH:28][CH:27]=3)(=[O:25])=[O:24])[CH:15]=2)=[N:4][C:5]([NH:8][C@@H:9]2[CH2:13][CH2:12][N:11]([S:41]([C:38]3[CH:37]=[CH:36][C:35]([N+:32]([O-:34])=[O:33])=[CH:40][CH:39]=3)(=[O:42])=[O:43])[CH2:10]2)=[N:6][CH:7]=1, predict the reactants needed to synthesize it. The reactants are: [Cl:1][C:2]1[C:3]([C:14]2[C:22]3[C:17](=[CH:18][CH:19]=[CH:20][CH:21]=3)[N:16]([S:23]([C:26]3[CH:31]=[CH:30][CH:29]=[CH:28][CH:27]=3)(=[O:25])=[O:24])[CH:15]=2)=[N:4][C:5]([NH:8][C@@H:9]2[CH2:13][CH2:12][NH:11][CH2:10]2)=[N:6][CH:7]=1.[N+:32]([C:35]1[CH:40]=[CH:39][C:38]([S:41](Cl)(=[O:43])=[O:42])=[CH:37][CH:36]=1)([O-:34])=[O:33].